From a dataset of Catalyst prediction with 721,799 reactions and 888 catalyst types from USPTO. Predict which catalyst facilitates the given reaction. (1) Reactant: [OH:1][C:2]1[CH:11]=[CH:10][C:5]2[C:6](=[O:9])[CH2:7][O:8][C:4]=2[CH:3]=1.N1C=CN=C1.[C:17]([Si:21]([C:29]1[CH:34]=[CH:33][CH:32]=[CH:31][CH:30]=1)([C:23]1[CH:28]=[CH:27][CH:26]=[CH:25][CH:24]=1)Cl)([CH3:20])([CH3:19])[CH3:18]. Product: [C:17]([Si:21]([C:29]1[CH:34]=[CH:33][CH:32]=[CH:31][CH:30]=1)([C:23]1[CH:24]=[CH:25][CH:26]=[CH:27][CH:28]=1)[O:1][C:2]1[CH:11]=[CH:10][C:5]2[C:6](=[O:9])[CH2:7][O:8][C:4]=2[CH:3]=1)([CH3:20])([CH3:18])[CH3:19]. The catalyst class is: 614. (2) Reactant: [CH:1]1([NH2:7])[CH2:6][CH2:5][CH2:4][CH2:3][CH2:2]1.Cl[C:9]1[C:14]([C:15]([O:17][CH2:18][CH3:19])=[O:16])=[C:13]([CH3:20])[N:12]=[C:11]2[N:21]([CH2:24][CH3:25])[N:22]=[CH:23][C:10]=12. Product: [CH:1]1([NH:7][C:9]2[C:14]([C:15]([O:17][CH2:18][CH3:19])=[O:16])=[C:13]([CH3:20])[N:12]=[C:11]3[N:21]([CH2:24][CH3:25])[N:22]=[CH:23][C:10]=23)[CH2:6][CH2:5][CH2:4][CH2:3][CH2:2]1. The catalyst class is: 10. (3) Reactant: [NH:1]1[C:9]2[C:4](=[CH:5][C:6]([C:10]([N:12]3[CH2:18][C:17]4([CH3:20])[CH2:19][CH:13]3[CH2:14][C:15]([CH3:22])([CH3:21])[CH2:16]4)=[O:11])=[CH:7][CH:8]=2)[CH:3]=[CH:2]1.[H-].[Na+].Br[CH:26]([CH3:32])[C:27]([O:29][CH2:30][CH3:31])=[O:28]. Product: [CH2:30]([O:29][C:27](=[O:28])[CH2:26][CH2:32][N:1]1[C:9]2[C:4](=[CH:5][C:6]([C:10]([N:12]3[CH2:18][C:17]4([CH3:20])[CH2:19][CH:13]3[CH2:14][C:15]([CH3:22])([CH3:21])[CH2:16]4)=[O:11])=[CH:7][CH:8]=2)[CH:3]=[CH:2]1)[CH3:31]. The catalyst class is: 3. (4) Reactant: [OH:1][N:2]=[C:3]([NH2:16])[C:4]1[CH:9]=[CH:8][C:7]([CH:10]=[CH2:11])=[CH:6][C:5]=1[C:12]([F:15])([F:14])[F:13].[C:17]1([C:23]2[C:27]([C:28]([F:31])([F:30])[F:29])=[C:26]([C:32](O)=O)[O:25][N:24]=2)[CH:22]=[CH:21][CH:20]=[CH:19][CH:18]=1.CCN(C(C)C)C(C)C.C1N(P(Cl)(N2C(=O)OCC2)=O)C(=O)OC1.CCCC[N+](CCCC)(CCCC)CCCC.[F-].C1COCC1. Product: [C:17]1([C:23]2[C:27]([C:28]([F:30])([F:31])[F:29])=[C:26]([C:32]3[O:1][N:2]=[C:3]([C:4]4[CH:9]=[CH:8][C:7]([CH:10]=[CH2:11])=[CH:6][C:5]=4[C:12]([F:14])([F:13])[F:15])[N:16]=3)[O:25][N:24]=2)[CH:18]=[CH:19][CH:20]=[CH:21][CH:22]=1. The catalyst class is: 39. (5) Reactant: [OH:1][C:2]1[C:7]([CH:8]([CH3:10])[CH3:9])=[C:6]([O:11][CH2:12][C:13]2[CH:18]=[CH:17][C:16]([CH:19](O)[C:20]3[CH:25]=[CH:24][CH:23]=[C:22]([C:26]4[N:27]=[N:28][NH:29][N:30]=4)[CH:21]=3)=[CH:15][CH:14]=2)[CH:5]=[CH:4][C:3]=1[C:32](=[O:34])[CH3:33].[SiH](CC)(CC)CC.B(F)(F)F. The catalyst class is: 2. Product: [OH:1][C:2]1[C:7]([CH:8]([CH3:9])[CH3:10])=[C:6]([O:11][CH2:12][C:13]2[CH:14]=[CH:15][C:16]([CH2:19][C:20]3[CH:25]=[CH:24][CH:23]=[C:22]([C:26]4[N:27]=[N:28][NH:29][N:30]=4)[CH:21]=3)=[CH:17][CH:18]=2)[CH:5]=[CH:4][C:3]=1[C:32](=[O:34])[CH3:33]. (6) Reactant: [H-].[Na+].[CH2:3]([O:5][C:6]([N:8]1[CH2:13][CH2:12][CH:11]([C:14]2[C:22]3[C:17](=[N:18][CH:19]=[CH:20][CH:21]=3)[NH:16][CH:15]=2)[CH2:10][CH2:9]1)=[O:7])[CH3:4].Br[CH2:24][CH2:25][CH2:26][CH3:27]. Product: [CH2:3]([O:5][C:6]([N:8]1[CH2:13][CH2:12][CH:11]([C:14]2[C:22]3[C:17](=[N:18][CH:19]=[CH:20][CH:21]=3)[N:16]([CH2:24][CH2:25][CH2:26][CH3:27])[CH:15]=2)[CH2:10][CH2:9]1)=[O:7])[CH3:4]. The catalyst class is: 3. (7) Reactant: [CH2:1]([O:8][C:9]([NH:11][CH:12]1[CH2:17][CH2:16][CH2:15][CH2:14][CH:13]1[C:18]([OH:20])=O)=[O:10])[C:2]1[CH:7]=[CH:6][CH:5]=[CH:4][CH:3]=1.Cl.[NH2:22][C@H:23]([C:28]([NH2:30])=[O:29])[CH2:24][CH:25]([CH3:27])[CH3:26].CCN=C=NCCCN(C)C.Cl.C1C=CC2N(O)N=NC=2C=1.CN1CCOCC1. Product: [CH2:1]([O:8][C:9](=[O:10])[NH:11][CH:12]1[CH2:17][CH2:16][CH2:15][CH2:14][CH:13]1[C:18](=[O:20])[NH:22][CH:23]([C:28](=[O:29])[NH2:30])[CH2:24][CH:25]([CH3:27])[CH3:26])[C:2]1[CH:3]=[CH:4][CH:5]=[CH:6][CH:7]=1. The catalyst class is: 248. (8) Reactant: [Br:1][C:2]1[CH:7]=[CH:6][N:5]2[C:8]([C:11]([OH:13])=O)=[CH:9][N:10]=[C:4]2[CH:3]=1.C(Cl)(=O)C(Cl)=O.CN(C=O)C.[NH2:25][C:26]1[CH:27]=[C:28]([C:33]2[N:37]=[C:36]([CH:38]3[CH2:41][N:40]([C:42]([O:44][CH3:45])=[O:43])[CH2:39]3)[O:35][N:34]=2)[CH:29]=[CH:30][C:31]=1[CH3:32]. Product: [Br:1][C:2]1[CH:7]=[CH:6][N:5]2[C:8]([C:11]([NH:25][C:26]3[CH:27]=[C:28]([C:33]4[N:37]=[C:36]([CH:38]5[CH2:41][N:40]([C:42]([O:44][CH3:45])=[O:43])[CH2:39]5)[O:35][N:34]=4)[CH:29]=[CH:30][C:31]=3[CH3:32])=[O:13])=[CH:9][N:10]=[C:4]2[CH:3]=1. The catalyst class is: 272.